From a dataset of NCI-60 drug combinations with 297,098 pairs across 59 cell lines. Regression. Given two drug SMILES strings and cell line genomic features, predict the synergy score measuring deviation from expected non-interaction effect. (1) Drug 1: CC1OCC2C(O1)C(C(C(O2)OC3C4COC(=O)C4C(C5=CC6=C(C=C35)OCO6)C7=CC(=C(C(=C7)OC)O)OC)O)O. Drug 2: C1=NC(=NC(=O)N1C2C(C(C(O2)CO)O)O)N. Cell line: KM12. Synergy scores: CSS=4.75, Synergy_ZIP=-6.35, Synergy_Bliss=-13.2, Synergy_Loewe=-15.8, Synergy_HSA=-14.6. (2) Drug 1: CCC(=C(C1=CC=CC=C1)C2=CC=C(C=C2)OCCN(C)C)C3=CC=CC=C3.C(C(=O)O)C(CC(=O)O)(C(=O)O)O. Drug 2: CC1CCC2CC(C(=CC=CC=CC(CC(C(=O)C(C(C(=CC(C(=O)CC(OC(=O)C3CCCCN3C(=O)C(=O)C1(O2)O)C(C)CC4CCC(C(C4)OC)O)C)C)O)OC)C)C)C)OC. Cell line: OVCAR3. Synergy scores: CSS=7.42, Synergy_ZIP=9.04, Synergy_Bliss=14.3, Synergy_Loewe=-0.572, Synergy_HSA=0.994. (3) Drug 1: C1=CC(=CC=C1CCC2=CNC3=C2C(=O)NC(=N3)N)C(=O)NC(CCC(=O)O)C(=O)O. Drug 2: CN1C2=C(C=C(C=C2)N(CCCl)CCCl)N=C1CCCC(=O)O.Cl. Cell line: NCI/ADR-RES. Synergy scores: CSS=11.8, Synergy_ZIP=-4.54, Synergy_Bliss=-0.232, Synergy_Loewe=-8.44, Synergy_HSA=-0.290. (4) Drug 1: CC1C(C(CC(O1)OC2CC(CC3=C2C(=C4C(=C3O)C(=O)C5=C(C4=O)C(=CC=C5)OC)O)(C(=O)CO)O)N)O.Cl. Drug 2: C(CC(=O)O)C(=O)CN.Cl. Cell line: OVCAR-4. Synergy scores: CSS=4.53, Synergy_ZIP=-4.06, Synergy_Bliss=-0.790, Synergy_Loewe=1.86, Synergy_HSA=0.127. (5) Drug 1: CS(=O)(=O)C1=CC(=C(C=C1)C(=O)NC2=CC(=C(C=C2)Cl)C3=CC=CC=N3)Cl. Drug 2: CC(CN1CC(=O)NC(=O)C1)N2CC(=O)NC(=O)C2. Cell line: NCI/ADR-RES. Synergy scores: CSS=13.5, Synergy_ZIP=-0.928, Synergy_Bliss=0.772, Synergy_Loewe=-2.50, Synergy_HSA=0.388. (6) Synergy scores: CSS=37.9, Synergy_ZIP=1.01, Synergy_Bliss=3.61, Synergy_Loewe=2.92, Synergy_HSA=3.57. Drug 1: CCC(=C(C1=CC=CC=C1)C2=CC=C(C=C2)OCCN(C)C)C3=CC=CC=C3.C(C(=O)O)C(CC(=O)O)(C(=O)O)O. Drug 2: CC1C(C(CC(O1)OC2CC(OC(C2O)C)OC3=CC4=CC5=C(C(=O)C(C(C5)C(C(=O)C(C(C)O)O)OC)OC6CC(C(C(O6)C)O)OC7CC(C(C(O7)C)O)OC8CC(C(C(O8)C)O)(C)O)C(=C4C(=C3C)O)O)O)O. Cell line: IGROV1. (7) Drug 1: C1=C(C(=O)NC(=O)N1)F. Drug 2: CC12CCC3C(C1CCC2OP(=O)(O)O)CCC4=C3C=CC(=C4)OC(=O)N(CCCl)CCCl.[Na+]. Cell line: OVCAR-8. Synergy scores: CSS=32.7, Synergy_ZIP=-1.99, Synergy_Bliss=-4.47, Synergy_Loewe=-15.2, Synergy_HSA=-3.57. (8) Drug 1: CCCCCOC(=O)NC1=NC(=O)N(C=C1F)C2C(C(C(O2)C)O)O. Drug 2: CS(=O)(=O)OCCCCOS(=O)(=O)C. Cell line: OVCAR-8. Synergy scores: CSS=0.306, Synergy_ZIP=0.707, Synergy_Bliss=1.99, Synergy_Loewe=-4.31, Synergy_HSA=-1.71.